Dataset: NCI-60 drug combinations with 297,098 pairs across 59 cell lines. Task: Regression. Given two drug SMILES strings and cell line genomic features, predict the synergy score measuring deviation from expected non-interaction effect. (1) Drug 1: C1CN1C2=NC(=NC(=N2)N3CC3)N4CC4. Drug 2: CCC1=CC2CC(C3=C(CN(C2)C1)C4=CC=CC=C4N3)(C5=C(C=C6C(=C5)C78CCN9C7C(C=CC9)(C(C(C8N6C)(C(=O)OC)O)OC(=O)C)CC)OC)C(=O)OC.C(C(C(=O)O)O)(C(=O)O)O. Cell line: OVCAR-5. Synergy scores: CSS=51.9, Synergy_ZIP=-3.64, Synergy_Bliss=-7.92, Synergy_Loewe=-3.46, Synergy_HSA=-1.32. (2) Drug 1: CC1C(C(=O)NC(C(=O)N2CCCC2C(=O)N(CC(=O)N(C(C(=O)O1)C(C)C)C)C)C(C)C)NC(=O)C3=C4C(=C(C=C3)C)OC5=C(C(=O)C(=C(C5=N4)C(=O)NC6C(OC(=O)C(N(C(=O)CN(C(=O)C7CCCN7C(=O)C(NC6=O)C(C)C)C)C)C(C)C)C)N)C. Drug 2: C1=NC2=C(N=C(N=C2N1C3C(C(C(O3)CO)O)O)F)N. Cell line: HOP-62. Synergy scores: CSS=28.7, Synergy_ZIP=-3.76, Synergy_Bliss=6.78, Synergy_Loewe=-2.64, Synergy_HSA=3.47. (3) Drug 1: CN1C2=C(C=C(C=C2)N(CCCl)CCCl)N=C1CCCC(=O)O.Cl. Drug 2: CC1CCCC2(C(O2)CC(NC(=O)CC(C(C(=O)C(C1O)C)(C)C)O)C(=CC3=CSC(=N3)C)C)C. Cell line: HL-60(TB). Synergy scores: CSS=63.2, Synergy_ZIP=-1.25, Synergy_Bliss=-1.34, Synergy_Loewe=0.323, Synergy_HSA=0.558. (4) Drug 1: COC1=C2C(=CC3=C1OC=C3)C=CC(=O)O2. Synergy scores: CSS=23.1, Synergy_ZIP=-6.19, Synergy_Bliss=-0.599, Synergy_Loewe=-12.7, Synergy_HSA=0.0344. Cell line: EKVX. Drug 2: CC1CCCC2(C(O2)CC(NC(=O)CC(C(C(=O)C(C1O)C)(C)C)O)C(=CC3=CSC(=N3)C)C)C.